Dataset: Reaction yield outcomes from USPTO patents with 853,638 reactions. Task: Predict the reaction yield, written as a fraction of the theoretical maximum amount of product (1.0 means a 100% yield; for example, 0.34 means a 34% yield). (1) The catalyst is C(Cl)Cl. The yield is 0.684. The product is [Br:30][C:31]1[C:32]([F:41])=[C:33]2[C:39]([NH:40][C:5]([C:2]3([CH3:1])[CH2:4][CH2:3]3)=[O:7])=[CH:38][NH:37][C:34]2=[N:35][CH:36]=1. The reactants are [CH3:1][C:2]1([C:5]([OH:7])=O)[CH2:4][CH2:3]1.O=C1N(P(Cl)(N2CCOC2=O)=O)CCO1.C(N(CC)CC)C.[Br:30][C:31]1[C:32]([F:41])=[C:33]2[C:39]([NH2:40])=[CH:38][NH:37][C:34]2=[N:35][CH:36]=1.C([O-])([O-])=O.[Na+].[Na+]. (2) The reactants are [NH2:1][C:2]1[CH:6]=[C:5]([Cl:7])[N:4]([C:8]2[CH:13]=[CH:12][C:11]([C:14]3[CH:18]=[CH:17][S:16][CH:15]=3)=[CH:10][CH:9]=2)[C:3]=1[C:19]([O:21][CH2:22][CH3:23])=[O:20].[C:24]([CH2:26][C:27](O)=[O:28])#[N:25].C1C=CC2N(O)N=NC=2C=1.C(Cl)CCl.C(N(CC)CC)C. The catalyst is CN(C=O)C. The product is [Cl:7][C:5]1[N:4]([C:8]2[CH:9]=[CH:10][C:11]([C:14]3[CH:18]=[CH:17][S:16][CH:15]=3)=[CH:12][CH:13]=2)[C:3]([C:19]([O:21][CH2:22][CH3:23])=[O:20])=[C:2]([NH:1][C:27](=[O:28])[CH2:26][C:24]#[N:25])[CH:6]=1. The yield is 0.718. (3) The reactants are [CH:1]([NH:3][NH2:4])=O.[N:5]([CH2:8][C:9]1[O:10][CH:11]=[CH:12][CH:13]=1)=[C:6]=[S:7].C(O)C. The catalyst is N1C=CC=CC=1. The product is [O:10]1[CH:11]=[CH:12][CH:13]=[C:9]1[CH2:8][N:5]1[CH:1]=[N:3][N:4]=[C:6]1[SH:7]. The yield is 0.830.